From a dataset of Catalyst prediction with 721,799 reactions and 888 catalyst types from USPTO. Predict which catalyst facilitates the given reaction. (1) Reactant: [CH3:1][C:2]1[CH:3]=[CH:4][CH:5]=[C:6]2[C:10]=1[N:9]([CH2:11][CH2:12][N:13]1[CH2:18][CH2:17][O:16][CH2:15][CH2:14]1)[CH:8]=[CH:7]2.[F:19][C:20]([F:31])([F:30])[C:21](O[C:21](=[O:22])[C:20]([F:31])([F:30])[F:19])=[O:22]. Product: [F:19][C:20]([F:31])([F:30])[C:21]([C:7]1[C:6]2[C:10](=[C:2]([CH3:1])[CH:3]=[CH:4][CH:5]=2)[N:9]([CH2:11][CH2:12][N:13]2[CH2:18][CH2:17][O:16][CH2:15][CH2:14]2)[CH:8]=1)=[O:22]. The catalyst class is: 35. (2) Product: [Cl:22][C:6]1[C:7]([CH2:19][CH:20]=[O:41])=[C:8]([CH:17]=[O:40])[C:9]([C:10]2[CH:15]=[CH:14][CH:13]=[C:12]([F:16])[CH:11]=2)=[C:4]([CH:1]([OH:3])[CH3:2])[CH:5]=1. The catalyst class is: 2. Reactant: [C:1]([C:4]1[CH:5]=[C:6]([Cl:22])[C:7]([CH2:19][C:20]#N)=[C:8]([C:17]#N)[C:9]=1[C:10]1[CH:15]=[CH:14][CH:13]=[C:12]([F:16])[CH:11]=1)(=[O:3])[CH3:2].[H-].C([Al+]CC(C)C)C(C)C.CCCCCC.Cl.[OH2:40].[OH-:41].[Na+].